The task is: Predict the product of the given reaction.. This data is from Forward reaction prediction with 1.9M reactions from USPTO patents (1976-2016). (1) Given the reactants [Si:1]([O:8][C@@H:9]1[CH2:14][CH2:13][C@H:12]([N:15]2[C:23]3[CH:22]=[CH:21][N:20]=[C:19]([O:24][CH3:25])[C:18]=3[C:17](I)=[CH:16]2)[CH2:11][CH2:10]1)([C:4]([CH3:7])([CH3:6])[CH3:5])([CH3:3])[CH3:2].CC1(C)C(C)(C)OB([C:35]2[CH:40]=[CH:39][C:38]([S:41]([NH2:44])(=[O:43])=[O:42])=[CH:37][CH:36]=2)O1.C(=O)([O-])[O-].[K+].[K+], predict the reaction product. The product is: [Si:1]([O:8][C@@H:9]1[CH2:14][CH2:13][C@H:12]([N:15]2[C:23]3[CH:22]=[CH:21][N:20]=[C:19]([O:24][CH3:25])[C:18]=3[C:17]([C:35]3[CH:40]=[CH:39][C:38]([S:41]([NH2:44])(=[O:43])=[O:42])=[CH:37][CH:36]=3)=[CH:16]2)[CH2:11][CH2:10]1)([C:4]([CH3:7])([CH3:6])[CH3:5])([CH3:3])[CH3:2]. (2) Given the reactants [CH2:1]([O:5][C:6]([C:8]1[N:9]=[C:10]([C:26]2[CH:31]=[CH:30][CH:29]=[CH:28][N:27]=2)[C:11]2[C:16]([C:17]=1[O:18]CC1C=CC=CC=1)=[CH:15][CH:14]=[CH:13][CH:12]=2)=[O:7])[CH2:2][CH2:3][CH3:4].C1C=CC(C([C@@H]2OC[C@H](NCC3C=CC(F)=CC=3)C(O)C2)C2C=CC=CC=2)=CC=1, predict the reaction product. The product is: [CH2:1]([O:5][C:6]([C:8]1[N:9]=[C:10]([C:26]2[CH:31]=[CH:30][CH:29]=[CH:28][N:27]=2)[C:11]2[C:16]([C:17]=1[OH:18])=[CH:15][CH:14]=[CH:13][CH:12]=2)=[O:7])[CH2:2][CH2:3][CH3:4]. (3) Given the reactants [CH2:1]([CH:4]([CH2:7][C:8]#[CH:9])[CH2:5][OH:6])[C:2]#[CH:3].[Cl:10][C:11](Cl)([O:13]C(=O)OC(Cl)(Cl)Cl)Cl.N1C=CC=CC=1, predict the reaction product. The product is: [C:11]([Cl:10])(=[O:13])[O:6][CH2:5][CH:4]([CH2:7][C:8]#[CH:9])[CH2:1][C:2]#[CH:3]. (4) Given the reactants [CH:1]1([CH:7]2[CH2:12][CH2:11][CH:10]=[CH:9][C:8]2=O)[CH2:6][CH2:5][CH2:4][CH2:3][CH2:2]1.CC[O:16]CC, predict the reaction product. The product is: [CH:1]1([C@@H:7]2[CH2:12][CH2:11][CH2:10][C:9](=[O:16])[CH2:8]2)[CH2:6][CH2:5][CH2:4][CH2:3][CH2:2]1. (5) Given the reactants Cl[C:2]1[CH:7]=[CH:6][C:5]([CH2:8][C:9]([O:11][C:12]([CH3:15])([CH3:14])[CH3:13])=[O:10])=[CH:4][C:3]=1[C:16]#[N:17].[CH3:18][C:19]1[CH:24]=[C:23]([Sn](CCCC)(CCCC)CCCC)[CH:22]=[CH:21][N:20]=1.CN(C=O)C, predict the reaction product. The product is: [C:16]([C:3]1[CH:4]=[C:5]([CH2:8][C:9]([O:11][C:12]([CH3:15])([CH3:14])[CH3:13])=[O:10])[CH:6]=[CH:7][C:2]=1[C:23]1[CH:22]=[CH:21][N:20]=[C:19]([CH3:18])[CH:24]=1)#[N:17]. (6) Given the reactants [CH3:1][O:2][C:3]1[C:8]2[O:9][C:10]3[CH:15]=[CH:14][CH:13]=[CH:12][C:11]=3[C:7]=2[C:6]([CH2:16][C:17]#[N:18])=[CH:5][CH:4]=1.[C:19]([O:23][CH3:24])(=[O:22])[CH:20]=[CH2:21], predict the reaction product. The product is: [CH3:24][O:23][C:19](=[O:22])[CH2:20][CH2:21][C:16]([C:17]#[N:18])([C:6]1[C:7]2[C:11]3[CH:12]=[CH:13][CH:14]=[CH:15][C:10]=3[O:9][C:8]=2[C:3]([O:2][CH3:1])=[CH:4][CH:5]=1)[CH2:21][CH2:20][C:19]([O:23][CH3:24])=[O:22]. (7) Given the reactants [N:1]1[CH:6]=[CH:5][C:4]([CH:7]=O)=[CH:3][CH:2]=1.C([N:11]([CH2:14][CH3:15])CC)C.O.[NH2:17]N.C(O[C:23](=[O:25])[CH3:24])(=O)C.OS(O)(=O)=O.[CH2:31]1[CH2:35]O[CH2:33][CH2:32]1, predict the reaction product. The product is: [N:1]1[CH:2]=[CH:3][C:4]([CH2:7][C:14]2[C:15]3[C:24](=[CH:33][CH:32]=[CH:31][CH:35]=3)[C:23](=[O:25])[NH:17][N:11]=2)=[CH:5][CH:6]=1. (8) The product is: [CH2:14]([NH:21][CH:22]([CH3:29])[C:23]1[CH:28]=[CH:27][CH:26]=[CH:25][CH:24]=1)[C:15]1[CH:20]=[CH:19][CH:18]=[CH:17][CH:16]=1.[O:1]=[C:2]1[CH2:7][CH2:6][CH:5]2[CH:3]1[C@H:4]2[C:8]([OH:10])=[O:9]. Given the reactants [O:1]=[C:2]1[CH2:7][CH2:6][CH:5]2[CH:3]1[C@H:4]2[C:8]([OH:10])=[O:9].C(O)C.[CH2:14]([NH:21][C@@H:22]([CH3:29])[C:23]1[CH:28]=[CH:27][CH:26]=[CH:25][CH:24]=1)[C:15]1[CH:20]=[CH:19][CH:18]=[CH:17][CH:16]=1, predict the reaction product. (9) Given the reactants [NH2:1][C:2]1[CH:7]=[CH:6][C:5]([S:8]([NH:11][CH3:12])(=[O:10])=[O:9])=[CH:4][CH:3]=1.C(N(C(C)C)CC)(C)C.Cl[C:23](Cl)([O:25]C(=O)OC(Cl)(Cl)Cl)Cl.[CH3:34][C:35]1([CH3:49])[C:39]([CH3:41])([CH3:40])[O:38][B:37]([C:42]2[CH:43]=[C:44]([NH2:48])[CH:45]=[CH:46][CH:47]=2)[O:36]1, predict the reaction product. The product is: [CH3:12][NH:11][S:8]([C:5]1[CH:6]=[CH:7][C:2]([NH:1][C:23]([NH:48][C:44]2[CH:45]=[CH:46][CH:47]=[C:42]([B:37]3[O:36][C:35]([CH3:49])([CH3:34])[C:39]([CH3:40])([CH3:41])[O:38]3)[CH:43]=2)=[O:25])=[CH:3][CH:4]=1)(=[O:10])=[O:9]. (10) Given the reactants [F:1][C:2]1[CH:7]=[C:6]([F:8])[CH:5]=[CH:4][C:3]=1[C:9](=[CH2:15])[CH2:10][CH2:11][C:12]([OH:14])=O.CC1C=CN=C(N)C=1C.[C:25]1([C@@H:31]2[CH2:35][O:34][C:33](=[O:36])[NH:32]2)[CH:30]=[CH:29][CH:28]=[CH:27][CH:26]=1.C1(N=C=NC2CCCCC2)CCCCC1, predict the reaction product. The product is: [F:1][C:2]1[CH:7]=[C:6]([F:8])[CH:5]=[CH:4][C:3]=1[C:9](=[CH2:15])[CH2:10][CH2:11][C:12]([N:32]1[C@H:31]([C:25]2[CH:30]=[CH:29][CH:28]=[CH:27][CH:26]=2)[CH2:35][O:34][C:33]1=[O:36])=[O:14].